Task: Regression. Given two drug SMILES strings and cell line genomic features, predict the synergy score measuring deviation from expected non-interaction effect.. Dataset: NCI-60 drug combinations with 297,098 pairs across 59 cell lines (1) Drug 1: C1CN(P(=O)(OC1)NCCCl)CCCl. Drug 2: CC1C(C(CC(O1)OC2CC(CC3=C2C(=C4C(=C3O)C(=O)C5=CC=CC=C5C4=O)O)(C(=O)C)O)N)O. Cell line: SK-OV-3. Synergy scores: CSS=23.6, Synergy_ZIP=0.721, Synergy_Bliss=0.260, Synergy_Loewe=-19.7, Synergy_HSA=-1.81. (2) Drug 1: C1C(C(OC1N2C=C(C(=O)NC2=O)F)CO)O. Drug 2: CC12CCC3C(C1CCC2OP(=O)(O)O)CCC4=C3C=CC(=C4)OC(=O)N(CCCl)CCCl.[Na+]. Cell line: SK-MEL-28. Synergy scores: CSS=9.61, Synergy_ZIP=-6.42, Synergy_Bliss=-4.27, Synergy_Loewe=-13.2, Synergy_HSA=-4.71. (3) Synergy scores: CSS=34.9, Synergy_ZIP=3.70, Synergy_Bliss=2.46, Synergy_Loewe=-25.3, Synergy_HSA=-2.29. Drug 2: C1=NC2=C(N=C(N=C2N1C3C(C(C(O3)CO)O)F)Cl)N. Drug 1: CCC1(CC2CC(C3=C(CCN(C2)C1)C4=CC=CC=C4N3)(C5=C(C=C6C(=C5)C78CCN9C7C(C=CC9)(C(C(C8N6C)(C(=O)OC)O)OC(=O)C)CC)OC)C(=O)OC)O.OS(=O)(=O)O. Cell line: MOLT-4. (4) Drug 1: C1CN1P(=S)(N2CC2)N3CC3. Drug 2: CN(CCCl)CCCl.Cl. Cell line: BT-549. Synergy scores: CSS=19.7, Synergy_ZIP=-4.28, Synergy_Bliss=-8.01, Synergy_Loewe=-5.18, Synergy_HSA=-4.43.